The task is: Predict the reactants needed to synthesize the given product.. This data is from Full USPTO retrosynthesis dataset with 1.9M reactions from patents (1976-2016). (1) Given the product [CH3:13][C:12]1[NH:6][C:4](=[O:5])[C:3]([C:1]#[N:2])=[C:9]([C:8]([F:16])([F:15])[F:7])[CH:11]=1, predict the reactants needed to synthesize it. The reactants are: [C:1]([CH2:3][C:4]([NH2:6])=[O:5])#[N:2].[F:7][C:8]([F:16])([F:15])[C:9]([CH2:11][C:12](=O)[CH3:13])=O.C([O-])([O-])=O.[K+].[K+]. (2) Given the product [O:12]=[C:6]1[CH2:5][CH2:4][C:3]2[C:2]([O:1][C:14]3[CH:22]=[CH:21][C:17]([C:18]([NH2:20])=[O:19])=[CH:16][N:15]=3)=[CH:11][CH:10]=[CH:9][C:8]=2[CH2:7]1, predict the reactants needed to synthesize it. The reactants are: [OH:1][C:2]1[CH:11]=[CH:10][CH:9]=[C:8]2[C:3]=1[CH2:4][CH2:5][C:6](=[O:12])[CH2:7]2.Cl[C:14]1[CH:22]=[CH:21][C:17]([C:18]([NH2:20])=[O:19])=[CH:16][N:15]=1.C([O-])([O-])=O.[K+].[K+]. (3) Given the product [CH2:18]([O:17][C:15]([N:9]1[CH2:14][CH2:13][N:12]([C:2]2[N:7]=[CH:6][NH:5][C:4](=[O:8])[CH:3]=2)[CH2:11][CH2:10]1)=[O:16])[C:19]1[CH:24]=[CH:23][CH:22]=[CH:21][CH:20]=1, predict the reactants needed to synthesize it. The reactants are: Cl[C:2]1[N:7]=[CH:6][NH:5][C:4](=[O:8])[CH:3]=1.[N:9]1([C:15]([O:17][CH2:18][C:19]2[CH:24]=[CH:23][CH:22]=[CH:21][CH:20]=2)=[O:16])[CH2:14][CH2:13][NH:12][CH2:11][CH2:10]1.C(N(C(C)C)CC)(C)C. (4) Given the product [CH3:12][C:5]1[N:4]=[C:3]([N:2]([CH3:13])[CH3:1])[CH:8]=[CH:7][C:6]=1[NH2:9], predict the reactants needed to synthesize it. The reactants are: [CH3:1][N:2]([CH3:13])[C:3]1[CH:8]=[CH:7][C:6]([N+:9]([O-])=O)=[C:5]([CH3:12])[N:4]=1. (5) The reactants are: [N+:1]([C:4]1[CH:9]=[CH:8][CH:7]=[CH:6][C:5]=1[S:10]([N:13]1[CH2:16][CH:15]([CH2:17]O)[CH2:14]1)(=[O:12])=[O:11])([O-:3])=[O:2].CCN(CC)CC.S(Cl)(C)(=O)=O.CCN(C(C)C)C(C)C.[CH3:40][C:41]1[C:42]([CH:47]2[CH:52]([CH3:53])[CH2:51][CH2:50][CH:49]([C:54]3[CH:59]=[CH:58][CH:57]=[CH:56][N:55]=3)[NH:48]2)=[N:43][CH:44]=[CH:45][CH:46]=1.C([O-])(O)=O.[Na+]. Given the product [CH3:40][C:41]1[C:42]([CH:47]2[CH:52]([CH3:53])[CH2:51][CH2:50][CH:49]([C:54]3[CH:59]=[CH:58][CH:57]=[CH:56][N:55]=3)[N:48]2[CH2:17][CH:15]2[CH2:16][N:13]([S:10]([C:5]3[CH:6]=[CH:7][CH:8]=[CH:9][C:4]=3[N+:1]([O-:3])=[O:2])(=[O:12])=[O:11])[CH2:14]2)=[N:43][CH:44]=[CH:45][CH:46]=1, predict the reactants needed to synthesize it. (6) Given the product [S:3]1[CH:4]=[CH:5][N:6]=[C:2]1[C:12]1[S:16][CH:15]=[N:14][CH:13]=1, predict the reactants needed to synthesize it. The reactants are: Br[C:2]1[S:3][CH:4]=[CH:5][N:6]=1.C([Sn](CCCC)(CCCC)[C:12]1[S:16][CH:15]=[N:14][CH:13]=1)CCC. (7) The reactants are: [H-].[H-].[H-].[H-].[Li+].[Al+3].[Cl:7][C:8]1[CH:17]=[CH:16][C:15]([C:18]2[CH:23]=[CH:22][CH:21]=[CH:20][N:19]=2)=[CH:14][C:9]=1[C:10](OC)=[O:11].O.[OH-].[Na+]. Given the product [Cl:7][C:8]1[CH:17]=[CH:16][C:15]([C:18]2[CH:23]=[CH:22][CH:21]=[CH:20][N:19]=2)=[CH:14][C:9]=1[CH2:10][OH:11], predict the reactants needed to synthesize it. (8) Given the product [Cl:27][C:25]1[CH:26]=[C:21]([C:16]([N:13]2[CH2:12][CH2:11][CH:10]([CH2:9][OH:8])[CH2:15][CH2:14]2)([CH3:20])[CH2:17][O:18][CH3:19])[CH:22]=[C:23]([Cl:28])[CH:24]=1, predict the reactants needed to synthesize it. The reactants are: [Si]([O:8][CH2:9][CH:10]1[CH2:15][CH2:14][N:13]([C:16]([C:21]2[CH:26]=[C:25]([Cl:27])[CH:24]=[C:23]([Cl:28])[CH:22]=2)([CH3:20])[CH2:17][O:18][CH3:19])[CH2:12][CH2:11]1)(C(C)(C)C)(C)C. (9) Given the product [CH3:12][N:11]1[C:4]2[N:5]([C:6](=[O:8])[N:7]=[C:2]([O:35][CH2:34][C:32]3[CH:31]=[CH:30][C:16]([O:17][C:18]4[CH:25]=[CH:24][C:21]([C:22]#[N:23])=[C:20]([C:26]([F:27])([F:28])[F:29])[CH:19]=4)=[C:15]([F:14])[CH:33]=3)[CH:3]=2)[CH2:9][CH:10]1[CH3:13], predict the reactants needed to synthesize it. The reactants are: Cl[C:2]1[CH:3]=[C:4]2[N:11]([CH3:12])[CH:10]([CH3:13])[CH2:9][N:5]2[C:6](=[O:8])[N:7]=1.[F:14][C:15]1[CH:33]=[C:32]([CH2:34][OH:35])[CH:31]=[CH:30][C:16]=1[O:17][C:18]1[CH:25]=[CH:24][C:21]([C:22]#[N:23])=[C:20]([C:26]([F:29])([F:28])[F:27])[CH:19]=1. (10) Given the product [Cl:1][C:2]1[C:3]([OH:36])=[C:4]([CH:12]2[C:20]3[C:15](=[CH:16][CH:17]=[CH:18][CH:19]=3)[N:14]([CH:21]([C:28]3[CH:29]=[CH:30][CH:31]=[CH:32][CH:33]=3)[C:22]3[CH:27]=[CH:26][CH:25]=[CH:24][CH:23]=3)[C:13]2=[O:34])[C:5]2[O:10][CH2:9][CH2:8][O:7][C:6]=2[CH:11]=1, predict the reactants needed to synthesize it. The reactants are: [Cl:1][C:2]1[C:3]([OH:36])=[C:4]([C:12]2(O)[C:20]3[C:15](=[CH:16][CH:17]=[CH:18][CH:19]=3)[N:14]([CH:21]([C:28]3[CH:33]=[CH:32][CH:31]=[CH:30][CH:29]=3)[C:22]3[CH:27]=[CH:26][CH:25]=[CH:24][CH:23]=3)[C:13]2=[O:34])[C:5]2[O:10][CH2:9][CH2:8][O:7][C:6]=2[CH:11]=1.BrC1C=CC(C2(O)C3C(=CC=CC=3)N(CC3OC(C(F)(F)F)=CC=3)C2=O)=C(O)C=1.